Dataset: Forward reaction prediction with 1.9M reactions from USPTO patents (1976-2016). Task: Predict the product of the given reaction. (1) The product is: [Br-:20].[OH:2][C@@H:3]1[CH:8]2[CH2:7][CH2:6][N+:5]([CH2:11][C:12](=[O:19])[NH:13][C:14]3[CH:18]=[N:24][CH:22]=[CH:21][N:15]=3)([CH2:10][CH2:9]2)[CH2:4]1. Given the reactants [Br-].[OH:2][C@@H:3]1[CH:8]2[CH2:9][CH2:10][N+:5]([CH2:11][C:12](=[O:19])[NH:13][C:14]3[CH:18]=CO[N:15]=3)([CH2:6][CH2:7]2)[CH2:4]1.[Br:20][CH2:21][C:22]([NH:24]C1C=NC=CN=1)=O, predict the reaction product. (2) Given the reactants [OH:1][C:2]1[C:3]([O:14][CH3:15])=[CH:4][C:5]([N+:11]([O-:13])=[O:12])=[C:6]([CH:10]=1)[C:7]([OH:9])=[O:8].[CH3:16]O, predict the reaction product. The product is: [OH:1][C:2]1[C:3]([O:14][CH3:15])=[CH:4][C:5]([N+:11]([O-:13])=[O:12])=[C:6]([CH:10]=1)[C:7]([O:9][CH3:16])=[O:8]. (3) Given the reactants [C:1]([C:5]1[N:9]([CH2:10][CH:11]2[CH2:16][CH2:15][C:14]([F:18])([F:17])[CH2:13][CH2:12]2)[C:8]2[CH:19]=[CH:20][C:21]([S:23](Cl)(=[O:25])=[O:24])=[CH:22][C:7]=2[N:6]=1)([CH3:4])([CH3:3])[CH3:2].[NH:27]1[CH2:32][CH2:31][CH2:30][C@H:29]([C:33]([O:35][CH2:36][CH3:37])=[O:34])[CH2:28]1.CCN(C(C)C)C(C)C, predict the reaction product. The product is: [C:1]([C:5]1[N:9]([CH2:10][CH:11]2[CH2:16][CH2:15][C:14]([F:18])([F:17])[CH2:13][CH2:12]2)[C:8]2[CH:19]=[CH:20][C:21]([S:23]([N:27]3[CH2:32][CH2:31][CH2:30][C@H:29]([C:33]([O:35][CH2:36][CH3:37])=[O:34])[CH2:28]3)(=[O:25])=[O:24])=[CH:22][C:7]=2[N:6]=1)([CH3:4])([CH3:3])[CH3:2]. (4) Given the reactants [NH2:1][C:2]1[N:7]=[C:6](Cl)[CH:5]=[C:4](Cl)[N:3]=1.[NH2:10][C:11]1[CH:12]=[C:13]2[C:17](=[CH:18][CH:19]=1)[NH:16][CH:15]=[CH:14]2.C(N(C(C)C)CC)(C)C, predict the reaction product. The product is: [NH2:1][C:2]1[N:7]=[C:6]([NH:10][C:11]2[CH:12]=[C:13]3[C:17](=[CH:18][CH:19]=2)[NH:16][CH:15]=[CH:14]3)[CH:5]=[CH:4][N:3]=1. (5) Given the reactants [F:1][C:2]([F:6])([F:5])[CH2:3][OH:4].[H-].[Na+].[CH3:9][O:10][C:11]1[N:12]=[N+:13]([O-:21])[C:14]([CH3:20])=[CH:15][C:16]=1[N+]([O-])=O.O, predict the reaction product. The product is: [CH3:9][O:10][C:11]1[N:12]=[N+:13]([O-:21])[C:14]([CH3:20])=[CH:15][C:16]=1[O:4][CH2:3][C:2]([F:6])([F:5])[F:1]. (6) Given the reactants [CH3:1][C:2]([O:7][Si:8]([CH2:13][CH3:14])([CH2:11][CH3:12])[CH2:9][CH3:10])([CH3:6])[C:3](=[O:5])[CH3:4].C(N(CC)CC)C.C(Cl)Cl.[Br:25]N1C(=O)CCC1=O, predict the reaction product. The product is: [Br:25][CH2:4][C:3](=[O:5])[C:2]([CH3:1])([O:7][Si:8]([CH2:13][CH3:14])([CH2:11][CH3:12])[CH2:9][CH3:10])[CH3:6]. (7) Given the reactants Br[C:2]1[CH:7]=[CH:6][C:5]([S:8]([NH:11][CH2:12][C:13]([F:16])([F:15])[F:14])(=[O:10])=[O:9])=[CH:4][CH:3]=1.[C:17]([C:19]1[N:23]([CH3:24])[C:22](B(O)O)=[CH:21][CH:20]=1)#[N:18].[F-].[K+].C(P(C(C)(C)C)C(C)(C)C)(C)(C)C, predict the reaction product. The product is: [C:17]([C:19]1[N:23]([CH3:24])[C:22]([C:2]2[CH:7]=[CH:6][C:5]([S:8]([NH:11][CH2:12][C:13]([F:16])([F:15])[F:14])(=[O:10])=[O:9])=[CH:4][CH:3]=2)=[CH:21][CH:20]=1)#[N:18].